Dataset: Experimentally validated miRNA-target interactions with 360,000+ pairs, plus equal number of negative samples. Task: Binary Classification. Given a miRNA mature sequence and a target amino acid sequence, predict their likelihood of interaction. (1) The miRNA is hsa-miR-571 with sequence UGAGUUGGCCAUCUGAGUGAG. The protein sequence of the target gene is MGTTSDEMVPVEQASSTSSLDPLCFECGQQHWARENHLYNYQGEVDDDLVCHICLQPLLQPLDTPCGHTFCHKCLRNFLQEKDFCPLDRKRLHFKLCKKSSILVHKLLDKLLVLCPFSPVCQDVMQRCDLEAHLKNRCPGASHRRVDLERRKTSQTQTQIEGETGSTVIDPPGTLPPETDCSGTVPGERNLTPASLPVWTEEPGLDNPAFEESAAADSVQQPLSLPEGEITTIEIHRSNPYIQLGISIVGGNETPLINIVIQEVYRDGVIARDGRLLAGDQILQVNNYDISNVSHNHARA.... Result: 0 (no interaction). (2) The protein sequence of the target gene is MVLPTCPMAEFALPRHSAVMERLRRRIELCRRHHSTCEARYEAVSPERLELERQHTFALHQRCIQAKAKRAGKHRQPPAATAPAPAAPAPRLDAADGPEHGRPATHLHDTVKRNLDSATSPQNGDQQNGYGDLFPGHKKTRREAPLGVAISSNGLPPASPLGQSDKPSGADALQSSGKHSLGLDSLNKKRLADSSLHLNGGSNPSESFPLSLNKELKQEPVEDLPCMITGTVGSISQSNLMPDLNLNEQEWKELIEELNRSVPDEDMKDLFNEDFEEKKDPESSGSATQTPLAQDINIKT.... Result: 1 (interaction). The miRNA is hsa-miR-30a-3p with sequence CUUUCAGUCGGAUGUUUGCAGC. (3) The miRNA is mmu-miR-379-5p with sequence UGGUAGACUAUGGAACGUAGG. The protein sequence of the target gene is MSHWAPEWKRAEANPRDLGASWDVRGSRGSGWSGPFGHQGPRAAGSREPPLCFKIKNNMVGVVIGYSGSKIKDLQHSTNTKIQIINGESEAKVRIFGNREMKAKAKAAIETLIRKQESYNSESSVDNAASQTPIGRNLGRNDIVGEAEPLSNWDRIRAAVVECEKRKWADLPPVKKNFYIESKATSCMSEMQVINWRKENFNITCDDLKSGEKRLIPKPTCRFKDAFQQYPDLLKSIIRVGIVKPTPIQSQAWPIILQGIDLIVVAQTGTGKTLSYLMPGFIHLDSQPISREQRNGPGML.... Result: 0 (no interaction). (4) The miRNA is hsa-miR-3145-5p with sequence AACUCCAAACACUCAAAACUCA. The protein sequence of the target gene is MRKFAYCKVVLATSLIWVLLDMFLLLYFSECNKCDEKKERGLPAGDVLEPVQKPHEGPGEMGKPVVIPKEDQEKMKEMFKINQFNLMASEMIALNRSLPDVRLEGCKTKVYPDNLPTTSVVIVFHNEAWSTLLRTVHSVINRSPRHMIEEIVLVDDASERDFLKRPLESYVKKLKVPVHVIRMEQRSGLIRARLKGAAVSKGQVITFLDAHCECTVGWLEPLLARIKHDRRTVVCPIIDVISDDTFEYMAGSDMTYGGFNWKLNFRWYPVPQREMDRRKGDRTLPVRTPTMAGGLFSIDR.... Result: 1 (interaction). (5) The miRNA is hsa-miR-3662 with sequence GAAAAUGAUGAGUAGUGACUGAUG. The protein sequence of the target gene is MKKDVRILLVGEPRVGKTSLIMSLVSEEFPEEVPPRAEEITIPADVTPERVPTHIVDYSEAEQSDEQLHQEISQANVICIVYAVNNKHSIDKVTSRWIPLINERTDKDSRLPLILVGNKSDLVEYSSMETILPIMNQYTEIETCVECSAKNLKNISELFYYAQKAVLHPTGPLYCPEEKEMKPACIKALTRIFKISDQDNDGTLNDAELNFFQRICFNTPLAPQALEDVKNVVRKHISDGVADSGLTLKGFLFLHTLFIQRGRHETTWTVLRRFGYDDDLDLTPEYLFPLLKIPPDCTTE.... Result: 0 (no interaction).